Predict the product of the given reaction. From a dataset of Forward reaction prediction with 1.9M reactions from USPTO patents (1976-2016). (1) Given the reactants [C:1]1([S:7]([N:10]2[C:14]3=[N:15][CH:16]=[CH:17][CH:18]=[C:13]3[CH:12]=[CH:11]2)(=[O:9])=[O:8])[CH:6]=[CH:5][CH:4]=[CH:3][CH:2]=1.C([N-]C(C)C)(C)C.[Li+].C([Li])CCC.CCCCCC.C(NC(C)C)(C)C.[O:45]1[CH2:50][CH2:49][CH2:48][CH2:47][CH:46]1[CH2:51][CH:52]=[O:53], predict the reaction product. The product is: [C:1]1([S:7]([N:10]2[C:14]3=[N:15][CH:16]=[CH:17][CH:18]=[C:13]3[CH:12]=[C:11]2[CH:52]([OH:53])[CH2:51][CH:46]2[CH2:47][CH2:48][CH2:49][CH2:50][O:45]2)(=[O:9])=[O:8])[CH:2]=[CH:3][CH:4]=[CH:5][CH:6]=1. (2) Given the reactants [Cl:1][C:2]1[CH:3]=[C:4]([C:8]2[O:12][N:11]=[C:10]([C@H:13]([OH:15])[CH3:14])[CH:9]=2)[CH:5]=[CH:6][CH:7]=1.CS([C:20]1[N:21]([CH3:31])[C:22]([C:25]2[CH:30]=[CH:29][N:28]=[CH:27][CH:26]=2)=[N:23][N:24]=1)(=O)=O.C(=O)([O-])[O-].[Cs+].[Cs+].[Cl-].[Cs+], predict the reaction product. The product is: [Cl:1][C:2]1[CH:3]=[C:4]([C:8]2[O:12][N:11]=[C:10]([C@H:13]([O:15][C:20]3[N:21]([CH3:31])[C:22]([C:25]4[CH:30]=[CH:29][N:28]=[CH:27][CH:26]=4)=[N:23][N:24]=3)[CH3:14])[CH:9]=2)[CH:5]=[CH:6][CH:7]=1.